This data is from NCI-60 drug combinations with 297,098 pairs across 59 cell lines. The task is: Regression. Given two drug SMILES strings and cell line genomic features, predict the synergy score measuring deviation from expected non-interaction effect. (1) Drug 1: C#CCC(CC1=CN=C2C(=N1)C(=NC(=N2)N)N)C3=CC=C(C=C3)C(=O)NC(CCC(=O)O)C(=O)O. Drug 2: C1CN(P(=O)(OC1)NCCCl)CCCl. Cell line: U251. Synergy scores: CSS=6.24, Synergy_ZIP=1.97, Synergy_Bliss=4.23, Synergy_Loewe=0.497, Synergy_HSA=-1.70. (2) Drug 2: CC1=C2C(C(=O)C3(C(CC4C(C3C(C(C2(C)C)(CC1OC(=O)C(C(C5=CC=CC=C5)NC(=O)OC(C)(C)C)O)O)OC(=O)C6=CC=CC=C6)(CO4)OC(=O)C)O)C)O. Cell line: SK-MEL-28. Synergy scores: CSS=23.0, Synergy_ZIP=-5.19, Synergy_Bliss=-2.34, Synergy_Loewe=-18.2, Synergy_HSA=-0.920. Drug 1: CC(CN1CC(=O)NC(=O)C1)N2CC(=O)NC(=O)C2. (3) Drug 1: CC12CCC3C(C1CCC2O)C(CC4=C3C=CC(=C4)O)CCCCCCCCCS(=O)CCCC(C(F)(F)F)(F)F. Drug 2: N.N.Cl[Pt+2]Cl. Cell line: SW-620. Synergy scores: CSS=23.4, Synergy_ZIP=-13.1, Synergy_Bliss=-2.85, Synergy_Loewe=-3.03, Synergy_HSA=0.917. (4) Drug 1: CC1=CC=C(C=C1)C2=CC(=NN2C3=CC=C(C=C3)S(=O)(=O)N)C(F)(F)F. Drug 2: CCC1(CC2CC(C3=C(CCN(C2)C1)C4=CC=CC=C4N3)(C5=C(C=C6C(=C5)C78CCN9C7C(C=CC9)(C(C(C8N6C)(C(=O)OC)O)OC(=O)C)CC)OC)C(=O)OC)O.OS(=O)(=O)O. Cell line: TK-10. Synergy scores: CSS=0.688, Synergy_ZIP=1.43, Synergy_Bliss=3.73, Synergy_Loewe=-3.68, Synergy_HSA=-1.36. (5) Drug 1: C1=NC2=C(N=C(N=C2N1C3C(C(C(O3)CO)O)O)F)N. Drug 2: C1=NC2=C(N1)C(=S)N=CN2. Cell line: OVCAR3. Synergy scores: CSS=44.2, Synergy_ZIP=0.268, Synergy_Bliss=0.585, Synergy_Loewe=-31.2, Synergy_HSA=-2.08. (6) Drug 1: C1CC(=O)NC(=O)C1N2C(=O)C3=CC=CC=C3C2=O. Drug 2: CC1CCCC2(C(O2)CC(NC(=O)CC(C(C(=O)C(C1O)C)(C)C)O)C(=CC3=CSC(=N3)C)C)C. Cell line: SK-OV-3. Synergy scores: CSS=39.7, Synergy_ZIP=0.326, Synergy_Bliss=-0.685, Synergy_Loewe=-31.7, Synergy_HSA=0.588.